Dataset: Forward reaction prediction with 1.9M reactions from USPTO patents (1976-2016). Task: Predict the product of the given reaction. Given the reactants [CH3:1][O:2][C:3](=[O:22])[C:4]1[CH:9]=[CH:8][C:7]([C:10]([F:13])([F:12])[F:11])=[C:6]([O:14]CC2C=CC=CC=2)[CH:5]=1, predict the reaction product. The product is: [CH3:1][O:2][C:3](=[O:22])[C:4]1[CH:9]=[CH:8][C:7]([C:10]([F:13])([F:12])[F:11])=[C:6]([OH:14])[CH:5]=1.